This data is from Reaction yield outcomes from USPTO patents with 853,638 reactions. The task is: Predict the reaction yield, written as a fraction of the theoretical maximum amount of product (1.0 means a 100% yield; for example, 0.34 means a 34% yield). The reactants are [C:1](#[N:7])C(CC#N)O.[Se:8](=O)=O.[C:11]([C:15]1[CH:20]=[CH:19][CH:18]=[C:17]([C:21]([CH3:24])([CH3:23])[CH3:22])[C:16]=1[OH:25])([CH3:14])([CH3:13])[CH3:12].O. The catalyst is CS(C)=O. The product is [C:21]([C:17]1[CH:18]=[C:19]([Se:8][C:1]#[N:7])[CH:20]=[C:15]([C:11]([CH3:14])([CH3:13])[CH3:12])[C:16]=1[OH:25])([CH3:24])([CH3:23])[CH3:22]. The yield is 0.600.